Task: Predict the product of the given reaction.. Dataset: Forward reaction prediction with 1.9M reactions from USPTO patents (1976-2016) (1) Given the reactants I[C:2]1[C:10]2[C:5](=[N:6][CH:7]=[N:8][C:9]=2[NH2:11])[N:4]([CH:12]([C:14]2[CH:15]=[C:16]3[N:21]([C:22]=2[C:23]2[CH:28]=[CH:27][CH:26]=[CH:25][N:24]=2)[CH:20]=[CH:19][CH:18]=[CH:17]3)[CH3:13])[N:3]=1.[OH:29][C:30]1[CH:31]=[C:32](B(O)O)[CH:33]=[C:34]([C:36]([F:39])([F:38])[F:37])[CH:35]=1.CCO.C([O-])([O-])=O.[Na+].[Na+], predict the reaction product. The product is: [NH2:11][C:9]1[N:8]=[CH:7][N:6]=[C:5]2[N:4]([CH:12]([C:14]3[CH:15]=[C:16]4[N:21]([C:22]=3[C:23]3[CH:28]=[CH:27][CH:26]=[CH:25][N:24]=3)[CH:20]=[CH:19][CH:18]=[CH:17]4)[CH3:13])[N:3]=[C:2]([C:32]3[CH:31]=[C:30]([OH:29])[CH:35]=[C:34]([C:36]([F:39])([F:37])[F:38])[CH:33]=3)[C:10]=12. (2) Given the reactants C([O:5][C:6](=[O:36])[CH2:7][N:8]1[C:12]2[CH:13]=[CH:14][C:15]([N:17]([CH2:26][C:27]3[CH:32]=[CH:31][CH:30]=[CH:29][CH:28]=3)[C:18]([C:20]3[S:21][CH:22]=[CH:23][C:24]=3[CH3:25])=[O:19])=[CH:16][C:11]=2[N:10]=[C:9]1[CH2:33][CH2:34][CH3:35])(C)(C)C.C(O)(C(F)(F)F)=O, predict the reaction product. The product is: [CH2:26]([N:17]([C:18]([C:20]1[S:21][CH:22]=[CH:23][C:24]=1[CH3:25])=[O:19])[C:15]1[CH:14]=[CH:13][C:12]2[N:8]([CH2:7][C:6]([OH:36])=[O:5])[C:9]([CH2:33][CH2:34][CH3:35])=[N:10][C:11]=2[CH:16]=1)[C:27]1[CH:28]=[CH:29][CH:30]=[CH:31][CH:32]=1. (3) Given the reactants [Cl:1][S:2]([OH:5])(=O)=[O:3].[NH2:6][C:7]1[N:12]=[CH:11][CH:10]=[CH:9][N:8]=1.S(Cl)(Cl)=O, predict the reaction product. The product is: [NH2:6][C:7]1[N:12]=[CH:11][C:10]([S:2]([Cl:1])(=[O:5])=[O:3])=[CH:9][N:8]=1. (4) The product is: [N:23]1[CH:28]=[CH:27][CH:26]=[CH:25][C:24]=1[C:2]1[CH:7]=[CH:6][C:5]([C:8]2[CH2:12][CH:11]([CH2:13][NH:14][C:15]([C:17]3[S:18][C:19]([Cl:22])=[CH:20][CH:21]=3)=[O:16])[O:10][N:9]=2)=[CH:4][CH:3]=1. Given the reactants Br[C:2]1[CH:7]=[CH:6][C:5]([C:8]2[CH2:12][CH:11]([CH2:13][NH:14][C:15]([C:17]3[S:18][C:19]([Cl:22])=[CH:20][CH:21]=3)=[O:16])[O:10][N:9]=2)=[CH:4][CH:3]=1.[N:23]1[CH:28]=[CH:27][CH:26]=[CH:25][C:24]=1[Sn](CCCC)(CCCC)CCCC, predict the reaction product.